Dataset: Forward reaction prediction with 1.9M reactions from USPTO patents (1976-2016). Task: Predict the product of the given reaction. (1) Given the reactants [Cl:1][C:2]1[C:3]([NH:12][S:13]([C:16]2[CH:25]=[CH:24][C:19]([C:20]([O:22][CH3:23])=[O:21])=[CH:18][CH:17]=2)(=[O:15])=[O:14])=[N:4][CH:5]=[C:6]([C:8]([F:11])([F:10])[F:9])[CH:7]=1.Br[CH2:27][C:28]1[CH:33]=[CH:32][C:31]([Cl:34])=[C:30]([F:35])[CH:29]=1, predict the reaction product. The product is: [Cl:34][C:31]1[CH:32]=[CH:33][C:28]([CH2:27][N:12]([C:3]2[C:2]([Cl:1])=[CH:7][C:6]([C:8]([F:11])([F:9])[F:10])=[CH:5][N:4]=2)[S:13]([C:16]2[CH:25]=[CH:24][C:19]([C:20]([O:22][CH3:23])=[O:21])=[CH:18][CH:17]=2)(=[O:15])=[O:14])=[CH:29][C:30]=1[F:35]. (2) Given the reactants [Cl:1][C:2]1[C:7]([Cl:8])=[C:6]([C:9]([NH:11][CH2:12][C:13]23[CH2:22][CH:17]4[CH2:18][CH:19]([CH2:21][CH:15]([CH2:16]4)[CH2:14]2)[CH2:20]3)=[O:10])[CH:5]=[CH:4][N:3]=1.C(OC([N:30]1[CH2:35][CH2:34][NH:33][CH2:32][CH2:31]1)=O)(C)(C)C.Cl, predict the reaction product. The product is: [ClH:1].[Cl:8][C:7]1[C:2]([N:30]2[CH2:35][CH2:34][NH:33][CH2:32][CH2:31]2)=[N:3][CH:4]=[CH:5][C:6]=1[C:9]([NH:11][CH2:12][C:13]12[CH2:20][CH:19]3[CH2:21][CH:15]([CH2:16][CH:17]([CH2:18]3)[CH2:22]1)[CH2:14]2)=[O:10]. (3) The product is: [O:7]1[C@:3]([C:8]2[CH:13]=[CH:12][C:11]([F:14])=[CH:10][C:9]=2[F:15])([C@@H:4]([OH:6])[CH3:5])[CH2:2]1. Given the reactants Cl[CH2:2][C@:3]([C:8]1[CH:13]=[CH:12][C:11]([F:14])=[CH:10][C:9]=1[F:15])([OH:7])[C@@H:4]([OH:6])[CH3:5].C[O-].[Na+].O.C(OCC)(=O)C, predict the reaction product. (4) The product is: [C:17]([Si:14]([CH3:16])([CH3:15])[O:13][CH2:12][C@H:11]([N:10]1[C:5]2[C:6](=[N:7][C:2]([C:38]3[C:33]([O:32][CH3:31])=[N:34][C:35]([CH:42]([CH3:44])[CH3:43])=[CH:36][CH:37]=3)=[C:3]([CH2:23][CH3:24])[CH:4]=2)[C:8]([CH3:22])=[CH:9]1)[CH3:21])([CH3:20])([CH3:19])[CH3:18]. Given the reactants Br[C:2]1[N:7]=[C:6]2[C:8]([CH3:22])=[CH:9][N:10]([C@H:11]([CH3:21])[CH2:12][O:13][Si:14]([C:17]([CH3:20])([CH3:19])[CH3:18])([CH3:16])[CH3:15])[C:5]2=[CH:4][C:3]=1[CH2:23][CH3:24].C([O-])([O-])=O.[K+].[K+].[CH3:31][O:32][C:33]1[C:38](B(O)O)=[CH:37][CH:36]=[C:35]([CH:42]([CH3:44])[CH3:43])[N:34]=1, predict the reaction product.